This data is from NCI-60 drug combinations with 297,098 pairs across 59 cell lines. The task is: Regression. Given two drug SMILES strings and cell line genomic features, predict the synergy score measuring deviation from expected non-interaction effect. (1) Drug 1: C(CC(=O)O)C(=O)CN.Cl. Drug 2: CCN(CC)CCCC(C)NC1=C2C=C(C=CC2=NC3=C1C=CC(=C3)Cl)OC. Cell line: TK-10. Synergy scores: CSS=18.6, Synergy_ZIP=-3.73, Synergy_Bliss=-0.810, Synergy_Loewe=-53.4, Synergy_HSA=1.08. (2) Drug 2: CC1=C(C=C(C=C1)NC(=O)C2=CC=C(C=C2)CN3CCN(CC3)C)NC4=NC=CC(=N4)C5=CN=CC=C5. Cell line: RXF 393. Synergy scores: CSS=-3.00, Synergy_ZIP=-2.55, Synergy_Bliss=-7.38, Synergy_Loewe=-6.92, Synergy_HSA=-6.69. Drug 1: CC1=C(C=C(C=C1)NC2=NC=CC(=N2)N(C)C3=CC4=NN(C(=C4C=C3)C)C)S(=O)(=O)N.Cl. (3) Drug 1: CC1=C(C=C(C=C1)NC(=O)C2=CC=C(C=C2)CN3CCN(CC3)C)NC4=NC=CC(=N4)C5=CN=CC=C5. Drug 2: CC1C(C(CC(O1)OC2CC(CC3=C2C(=C4C(=C3O)C(=O)C5=C(C4=O)C(=CC=C5)OC)O)(C(=O)CO)O)N)O.Cl. Cell line: 786-0. Synergy scores: CSS=38.1, Synergy_ZIP=-0.225, Synergy_Bliss=2.21, Synergy_Loewe=-14.1, Synergy_HSA=2.26. (4) Drug 1: CC1=C(C=C(C=C1)NC2=NC=CC(=N2)N(C)C3=CC4=NN(C(=C4C=C3)C)C)S(=O)(=O)N.Cl. Drug 2: COC1=NC(=NC2=C1N=CN2C3C(C(C(O3)CO)O)O)N. Cell line: UACC-257. Synergy scores: CSS=1.09, Synergy_ZIP=1.60, Synergy_Bliss=2.38, Synergy_Loewe=-1.04, Synergy_HSA=-0.0919. (5) Drug 1: C1C(C(OC1N2C=NC3=C(N=C(N=C32)Cl)N)CO)O. Drug 2: CN1C2=C(C=C(C=C2)N(CCCl)CCCl)N=C1CCCC(=O)O.Cl. Cell line: MOLT-4. Synergy scores: CSS=55.6, Synergy_ZIP=-0.733, Synergy_Bliss=-1.43, Synergy_Loewe=-30.2, Synergy_HSA=-0.681. (6) Drug 1: C1=CC(=CC=C1CCCC(=O)O)N(CCCl)CCCl. Drug 2: COC1=NC(=NC2=C1N=CN2C3C(C(C(O3)CO)O)O)N. Cell line: NCI-H522. Synergy scores: CSS=25.1, Synergy_ZIP=1.11, Synergy_Bliss=1.15, Synergy_Loewe=0.286, Synergy_HSA=2.94. (7) Drug 1: CN1C(=O)N2C=NC(=C2N=N1)C(=O)N. Drug 2: C1CN(CCN1C(=O)CCBr)C(=O)CCBr. Cell line: SR. Synergy scores: CSS=73.0, Synergy_ZIP=0.984, Synergy_Bliss=0.529, Synergy_Loewe=-3.26, Synergy_HSA=1.74. (8) Drug 1: CC1CCC2CC(C(=CC=CC=CC(CC(C(=O)C(C(C(=CC(C(=O)CC(OC(=O)C3CCCCN3C(=O)C(=O)C1(O2)O)C(C)CC4CCC(C(C4)OC)O)C)C)O)OC)C)C)C)OC. Drug 2: CN(C(=O)NC(C=O)C(C(C(CO)O)O)O)N=O. Cell line: SN12C. Synergy scores: CSS=20.1, Synergy_ZIP=-3.51, Synergy_Bliss=5.65, Synergy_Loewe=-11.3, Synergy_HSA=3.68. (9) Drug 1: C1=NC2=C(N1)C(=S)N=CN2. Drug 2: N.N.Cl[Pt+2]Cl. Cell line: SF-268. Synergy scores: CSS=54.0, Synergy_ZIP=-8.26, Synergy_Bliss=-9.10, Synergy_Loewe=-7.56, Synergy_HSA=-4.50. (10) Drug 1: CC1=C(C(=O)C2=C(C1=O)N3CC4C(C3(C2COC(=O)N)OC)N4)N. Drug 2: N.N.Cl[Pt+2]Cl. Cell line: SW-620. Synergy scores: CSS=48.4, Synergy_ZIP=-2.89, Synergy_Bliss=-2.78, Synergy_Loewe=-8.09, Synergy_HSA=4.72.